Task: Predict the reactants needed to synthesize the given product.. Dataset: Full USPTO retrosynthesis dataset with 1.9M reactions from patents (1976-2016) (1) The reactants are: [CH2:1]1[C:4]2([CH2:7][NH:6][CH2:5]2)[CH2:3][N:2]1[C:8]1([C:20]2[CH:25]=[C:24]([O:26][CH3:27])[CH:23]=[CH:22][C:21]=2[O:28][CH2:29][CH3:30])[C:16]2[C:11](=[CH:12][CH:13]=[C:14]([C:17]#[N:18])[CH:15]=2)[NH:10][C:9]1=[O:19].[CH3:31][N:32]1[CH2:37][CH2:36][C:35](=O)[CH2:34][CH2:33]1.C(O)(=O)C.[BH3-]C#N.[Na+].C([O-])([O-])=O.[K+].[K+]. Given the product [CH2:29]([O:28][C:21]1[CH:22]=[CH:23][C:24]([O:26][CH3:27])=[CH:25][C:20]=1[C:8]1([N:2]2[CH2:3][C:4]3([CH2:5][N:6]([CH:35]4[CH2:36][CH2:37][N:32]([CH3:31])[CH2:33][CH2:34]4)[CH2:7]3)[CH2:1]2)[C:16]2[C:11](=[CH:12][CH:13]=[C:14]([C:17]#[N:18])[CH:15]=2)[NH:10][C:9]1=[O:19])[CH3:30], predict the reactants needed to synthesize it. (2) The reactants are: [Br:1][C:2]1[CH:3]=[CH:4][C:5]([CH:12]=[O:13])=[C:6]([CH:11]=1)[C:7]([O:9]C)=[O:8].[OH-].[Li+].O1CCCC1.Cl. Given the product [Br:1][C:2]1[CH:3]=[CH:4][C:5]([CH:12]=[O:13])=[C:6]([CH:11]=1)[C:7]([OH:9])=[O:8], predict the reactants needed to synthesize it. (3) Given the product [CH2:1]([N:8]1[C:16]2[C:11](=[CH:12][CH:13]=[C:14]([CH:17]=[O:18])[CH:15]=2)[C:10]([C:19]([NH:21][CH2:22][C:23]2[CH:28]=[CH:27][C:26]([F:29])=[C:25]([F:30])[CH:24]=2)=[O:20])=[C:9]1[CH:31]([CH3:33])[CH3:32])[C:2]1[CH:7]=[CH:6][CH:5]=[CH:4][CH:3]=1, predict the reactants needed to synthesize it. The reactants are: [CH2:1]([N:8]1[C:16]2[C:11](=[CH:12][CH:13]=[C:14]([CH2:17][OH:18])[CH:15]=2)[C:10]([C:19]([NH:21][CH2:22][C:23]2[CH:28]=[CH:27][C:26]([F:29])=[C:25]([F:30])[CH:24]=2)=[O:20])=[C:9]1[CH:31]([CH3:33])[CH3:32])[C:2]1[CH:7]=[CH:6][CH:5]=[CH:4][CH:3]=1.C[N+]1([O-])CCOCC1. (4) Given the product [CH:30]1([O:29][C:27]2[C:26]3[C:21](=[CH:22][CH:23]=[CH:24][CH:25]=3)[N:20]=[C:19]([CH2:18][N:15]3[CH2:14][CH2:13][N:12]([S:9]([C:6]4[CH:5]=[CH:4][C:3]([O:2][CH3:1])=[CH:8][CH:7]=4)(=[O:10])=[O:11])[CH2:17][CH2:16]3)[N:28]=2)[CH2:34][CH2:33][CH2:32][CH2:31]1, predict the reactants needed to synthesize it. The reactants are: [CH3:1][O:2][C:3]1[CH:8]=[CH:7][C:6]([S:9]([N:12]2[CH2:17][CH2:16][N:15]([CH2:18][C:19]3[NH:28][C:27](=[O:29])[C:26]4[C:21](=[CH:22][CH:23]=[CH:24][CH:25]=4)[N:20]=3)[CH2:14][CH2:13]2)(=[O:11])=[O:10])=[CH:5][CH:4]=1.[CH:30]1(I)[CH2:34][CH2:33][CH2:32][CH2:31]1.C(=O)([O-])[O-].[K+].[K+].CC#N. (5) Given the product [O:1]1[CH2:5][CH2:4][CH:3]([CH:6]=[CH:21][C:22]#[N:23])[CH2:2]1, predict the reactants needed to synthesize it. The reactants are: [O:1]1[CH2:5][CH2:4][CH:3]([CH2:6]O)[CH2:2]1.O1CCC(C=O)C1.O1CCCC1C[CH2:21][CH2:22][NH2:23].[Cl-].C(C[P+](C1C=CC=CC=1)(C1C=CC=CC=1)C1C=CC=CC=1)#N. (6) Given the product [CH2:1]([O:3][C:4](=[O:16])[C:5]1[CH:10]=[CH:9][C:8]([O:11][CH2:24][CH2:23][C:19]2[CH:18]=[C:17]([CH3:26])[CH:22]=[CH:21][CH:20]=2)=[C:7]([O:12][C:13](=[O:15])[CH3:14])[CH:6]=1)[CH3:2], predict the reactants needed to synthesize it. The reactants are: [CH2:1]([O:3][C:4](=[O:16])[C:5]1[CH:10]=[CH:9][C:8]([OH:11])=[C:7]([O:12][C:13](=[O:15])[CH3:14])[CH:6]=1)[CH3:2].[C:17]1([CH3:26])[CH:22]=[CH:21][CH:20]=[C:19]([CH2:23][CH2:24]O)[CH:18]=1. (7) The reactants are: Cl[C@H:2]([CH2:18][CH3:19])[C:3]([N:5]1[C:13]2[C:8](=[CH:9][CH:10]=[C:11]([C:14]#[N:15])[CH:12]=2)[C:7]([CH3:17])([CH3:16])[CH2:6]1)=[O:4].[C:20]([O:24][C:25]([N:27]1[CH2:32][CH2:31][NH:30][CH2:29][C@H:28]1[CH3:33])=[O:26])([CH3:23])([CH3:22])[CH3:21].C(=O)([O-])[O-].[K+].[K+]. Given the product [C:20]([O:24][C:25]([N:27]1[CH2:32][CH2:31][N:30]([C@H:2]([C:3]([N:5]2[C:13]3[C:8](=[CH:9][CH:10]=[C:11]([C:14]#[N:15])[CH:12]=3)[C:7]([CH3:17])([CH3:16])[CH2:6]2)=[O:4])[CH2:18][CH3:19])[CH2:29][C@H:28]1[CH3:33])=[O:26])([CH3:23])([CH3:21])[CH3:22], predict the reactants needed to synthesize it.